From a dataset of Full USPTO retrosynthesis dataset with 1.9M reactions from patents (1976-2016). Predict the reactants needed to synthesize the given product. (1) Given the product [F:25][C:26]1[CH:31]=[CH:30][C:29]([F:32])=[CH:28][C:27]=1[C@@:33]1([C@@H:36]([OH:38])[CH3:37])[CH2:35][O:34]1, predict the reactants needed to synthesize it. The reactants are: CCOC(/N=N/C(OCC)=O)=O.[N+](C1C=CC(C(O)=O)=CC=1)([O-])=O.[F:25][C:26]1[CH:31]=[CH:30][C:29]([F:32])=[CH:28][C:27]=1[C@@:33]1([C@H:36]([OH:38])[CH3:37])[CH2:35][O:34]1.C1(P(C2C=CC=CC=2)C2C=CC=CC=2)C=CC=CC=1. (2) Given the product [CH2:1]([C:3]1([CH2:13][C:14](=[O:24])[C:16]([F:19])([F:18])[F:17])[C:12]2[C:7](=[CH:8][CH:9]=[CH:10][CH:11]=2)[CH2:6][CH2:5][CH2:4]1)[CH3:2], predict the reactants needed to synthesize it. The reactants are: [CH2:1]([C:3]1([CH2:13][C:14]([C:16]([F:19])([F:18])[F:17])=C)[C:12]2[C:7](=[CH:8][CH:9]=[CH:10][CH:11]=2)[CH2:6][CH2:5][CH2:4]1)[CH3:2].CSC.C[OH:24]. (3) Given the product [CH2:14]([O:10][CH2:9][C:6]1[CH:7]=[CH:8][C:3]([CH2:11][OH:12])=[CH:4][CH:5]=1)[CH2:15][CH2:16][CH2:17][CH2:18][CH2:19][CH2:20][CH3:21], predict the reactants needed to synthesize it. The reactants are: [H-].[Na+].[C:3]1([CH2:11][OH:12])[CH:8]=[CH:7][C:6]([CH2:9][OH:10])=[CH:5][CH:4]=1.I[CH2:14][CH2:15][CH2:16][CH2:17][CH2:18][CH2:19][CH2:20][CH3:21].